From a dataset of Aqueous solubility values for 9,982 compounds from the AqSolDB database. Regression/Classification. Given a drug SMILES string, predict its absorption, distribution, metabolism, or excretion properties. Task type varies by dataset: regression for continuous measurements (e.g., permeability, clearance, half-life) or binary classification for categorical outcomes (e.g., BBB penetration, CYP inhibition). For this dataset (solubility_aqsoldb), we predict Y. (1) The molecule is CCCCCCCC[Si](OCC)(OCC)OCC. The Y is -6.33 log mol/L. (2) The molecule is O=c1ccn(CCO)c(C(O)c2ccccc2)c1O. The Y is -2.82 log mol/L. (3) The drug is Cc1ccc(N=c2sccn2C)c(C)c1. The Y is -3.16 log mol/L.